This data is from CYP2D6 inhibition data for predicting drug metabolism from PubChem BioAssay. The task is: Regression/Classification. Given a drug SMILES string, predict its absorption, distribution, metabolism, or excretion properties. Task type varies by dataset: regression for continuous measurements (e.g., permeability, clearance, half-life) or binary classification for categorical outcomes (e.g., BBB penetration, CYP inhibition). Dataset: cyp2d6_veith. (1) The result is 0 (non-inhibitor). The molecule is C[C@@]1(C(NS(=O)(=O)c2cccc3cccnc23)c2ccc(-c3ccccc3)cc2)C[C@H]1C1CCCCC1. (2) The compound is CCCCCCCCCCCCCCC[C@@H](O)[C@@H](N)CO. The result is 1 (inhibitor). (3) The molecule is Cc1noc(C)c1-c1ccc2ncnc(Nc3ccccc3)c2c1. The result is 0 (non-inhibitor). (4) The molecule is Cc1cc(C)n(-c2ccc(F)cc2)c(=O)c1C(=O)O. The result is 0 (non-inhibitor). (5) The compound is Cc1ccc(-c2c(C)sc(NC(=O)C3C4CCC(O4)C3C(=O)O)c2C(=O)OC(C)C)cc1. The result is 0 (non-inhibitor).